This data is from Peptide-MHC class I binding affinity with 185,985 pairs from IEDB/IMGT. The task is: Regression. Given a peptide amino acid sequence and an MHC pseudo amino acid sequence, predict their binding affinity value. This is MHC class I binding data. (1) The MHC is HLA-B07:02 with pseudo-sequence HLA-B07:02. The binding affinity (normalized) is 0.770. The peptide sequence is APIEHIASM. (2) The peptide sequence is FKRKGGIGGY. The MHC is HLA-B35:01 with pseudo-sequence HLA-B35:01. The binding affinity (normalized) is 0.00313. (3) The peptide sequence is DHQAAFQYI. The MHC is HLA-A33:01 with pseudo-sequence HLA-A33:01. The binding affinity (normalized) is 0. (4) The peptide sequence is LLVDLLWLL. The MHC is HLA-A23:01 with pseudo-sequence HLA-A23:01. The binding affinity (normalized) is 0.186. (5) The peptide sequence is MVPLHIPEG. The MHC is HLA-A02:01 with pseudo-sequence HLA-A02:01. The binding affinity (normalized) is 0.0248. (6) The MHC is HLA-A31:01 with pseudo-sequence HLA-A31:01. The peptide sequence is LWRTLGRNKR. The binding affinity (normalized) is 0.393.